From a dataset of SARS-CoV-2 main protease (3CLPro) crystallographic fragment screen with 879 compounds. Binary Classification. Given a drug SMILES string, predict its activity (active/inactive) in a high-throughput screening assay against a specified biological target. (1) The molecule is CCOC(=O)CN1CCCCC1. The result is 0 (inactive). (2) The molecule is O=C(CCl)N1CCN(c2ccccc2F)CC1. The result is 0 (inactive). (3) The molecule is c1ccc(CNC2CCNC2)cc1. The result is 0 (inactive). (4) The compound is Oc1ccc(CN2CCc3ccccc3C2)cc1. The result is 0 (inactive). (5) The drug is O=c1cc(Br)cc[nH]1. The result is 0 (inactive). (6) The drug is C[C@@H](CO)N(C)c1ncccc1F. The result is 0 (inactive). (7) The result is 0 (inactive). The drug is NC(=O)c1ccnc(NC2CC=CC2)c1. (8) The molecule is COC(=O)C1(c2ccc(C)cc2)CCOCC1. The result is 0 (inactive). (9) The compound is O=C(CCl)N1Cc2ccccc2C(c2ccccc2)C1. The result is 1 (active). (10) The compound is Cc1ccc(OCC(=O)N2CCOCC2)c(C)c1. The result is 0 (inactive).